From a dataset of Forward reaction prediction with 1.9M reactions from USPTO patents (1976-2016). Predict the product of the given reaction. (1) The product is: [NH2:8][C:9]1([C@@H:12]2[CH2:16][CH2:15][N:14]([C:31]3[C:32]([CH3:34])=[C:33]4[C:28]([C:27](=[O:36])[C:26]([C:37]([OH:39])=[O:38])=[CH:25][N:24]4[CH:21]4[CH2:22][CH2:23]4)=[CH:29][CH:30]=3)[CH2:13]2)[CH2:10][CH2:11]1. Given the reactants C(OC([NH:8][C:9]1([C@@H:12]2[CH2:16][CH2:15][NH:14][CH2:13]2)[CH2:11][CH2:10]1)=O)(C)(C)C.CS(C)=O.[CH:21]1([N:24]2[C:33]3[C:28](=[CH:29][CH:30]=[C:31](F)[C:32]=3[CH3:34])[C:27](=[O:36])[C:26]([C:37]([OH:39])=[O:38])=[CH:25]2)[CH2:23][CH2:22]1, predict the reaction product. (2) Given the reactants S(Cl)([Cl:3])=O.[CH3:5][O:6][C:7]1[N:15]=[C:14]([C:16]([F:19])([F:18])[F:17])[CH:13]=[C:12]([CH3:20])[C:8]=1[C:9](O)=[O:10], predict the reaction product. The product is: [CH3:5][O:6][C:7]1[N:15]=[C:14]([C:16]([F:19])([F:18])[F:17])[CH:13]=[C:12]([CH3:20])[C:8]=1[C:9]([Cl:3])=[O:10]. (3) The product is: [CH2:3]([O:5][C:6]([C:8]1[N:9]([CH:19]([C:20]#[N:21])[CH3:22])[C:10]2[C:15]([CH:16]=1)=[CH:14][CH:13]=[C:12]([Cl:17])[CH:11]=2)=[O:7])[CH3:4]. Given the reactants [H-].[Na+].[CH2:3]([O:5][C:6]([C:8]1[NH:9][C:10]2[C:15]([CH:16]=1)=[CH:14][CH:13]=[C:12]([Cl:17])[CH:11]=2)=[O:7])[CH3:4].Br[CH:19]([CH3:22])[C:20]#[N:21], predict the reaction product. (4) Given the reactants [NH:1]1[CH2:5][CH2:4][C@H:3]([N:6]2[CH:10]=[C:9]([O:11][C:12]3[N:13]=[C:14]([OH:22])[C:15]4[CH:21]=[CH:20][N:19]=[CH:18][C:16]=4[N:17]=3)[CH:8]=[N:7]2)[CH2:2]1.[CH:23]1([C:26](Cl)=[O:27])[CH2:25][CH2:24]1, predict the reaction product. The product is: [CH:23]1([C:26]([N:1]2[CH2:5][CH2:4][C@H:3]([N:6]3[CH:10]=[C:9]([O:11][C:12]4[N:13]=[C:14]([OH:22])[C:15]5[CH:21]=[CH:20][N:19]=[CH:18][C:16]=5[N:17]=4)[CH:8]=[N:7]3)[CH2:2]2)=[O:27])[CH2:25][CH2:24]1. (5) Given the reactants [Br:1][C:2]1[CH:7]=[CH:6][C:5]([S:8](Cl)(=[O:10])=[O:9])=[CH:4][CH:3]=1.[CH:12]1([CH2:15][NH2:16])[CH2:14][CH2:13]1, predict the reaction product. The product is: [Br:1][C:2]1[CH:7]=[CH:6][C:5]([S:8]([NH:16][CH2:15][CH:12]2[CH2:14][CH2:13]2)(=[O:10])=[O:9])=[CH:4][CH:3]=1. (6) Given the reactants [Cl:1][C:2]1[CH:3]=[CH:4][C:5]([OH:20])=[C:6]([CH2:8][C:9]2[N:14]=[C:13]([C:15]([O:17][CH2:18][CH3:19])=[O:16])[CH:12]=[CH:11][CH:10]=2)[CH:7]=1.[C:34]1(P([C:34]2[CH:39]=[CH:38][CH:37]=[CH:36][CH:35]=2)[C:34]2[CH:39]=[CH:38][CH:37]=[CH:36][CH:35]=2)[CH:39]=[CH:38][CH:37]=[CH:36][CH:35]=1.CC(OC(/N=N/C(OC(C)C)=O)=O)C.C1(CO)CCCC1, predict the reaction product. The product is: [Cl:1][C:2]1[CH:3]=[CH:4][C:5]([O:20][CH2:34][CH:39]2[CH2:35][CH2:36][CH2:37][CH2:38]2)=[C:6]([CH2:8][C:9]2[N:14]=[C:13]([C:15]([O:17][CH2:18][CH3:19])=[O:16])[CH:12]=[CH:11][CH:10]=2)[CH:7]=1.